Dataset: NCI-60 drug combinations with 297,098 pairs across 59 cell lines. Task: Regression. Given two drug SMILES strings and cell line genomic features, predict the synergy score measuring deviation from expected non-interaction effect. (1) Drug 1: CS(=O)(=O)CCNCC1=CC=C(O1)C2=CC3=C(C=C2)N=CN=C3NC4=CC(=C(C=C4)OCC5=CC(=CC=C5)F)Cl. Drug 2: CC12CCC3C(C1CCC2O)C(CC4=C3C=CC(=C4)O)CCCCCCCCCS(=O)CCCC(C(F)(F)F)(F)F. Cell line: SNB-19. Synergy scores: CSS=-0.548, Synergy_ZIP=1.20, Synergy_Bliss=1.67, Synergy_Loewe=-0.294, Synergy_HSA=-0.581. (2) Drug 1: CC1C(C(=O)NC(C(=O)N2CCCC2C(=O)N(CC(=O)N(C(C(=O)O1)C(C)C)C)C)C(C)C)NC(=O)C3=C4C(=C(C=C3)C)OC5=C(C(=O)C(=C(C5=N4)C(=O)NC6C(OC(=O)C(N(C(=O)CN(C(=O)C7CCCN7C(=O)C(NC6=O)C(C)C)C)C)C(C)C)C)N)C. Drug 2: C1CCC(C(C1)N)N.C(=O)(C(=O)[O-])[O-].[Pt+4]. Cell line: NCI/ADR-RES. Synergy scores: CSS=18.9, Synergy_ZIP=-9.51, Synergy_Bliss=-1.14, Synergy_Loewe=1.39, Synergy_HSA=2.47. (3) Drug 1: CCC1(CC2CC(C3=C(CCN(C2)C1)C4=CC=CC=C4N3)(C5=C(C=C6C(=C5)C78CCN9C7C(C=CC9)(C(C(C8N6C=O)(C(=O)OC)O)OC(=O)C)CC)OC)C(=O)OC)O.OS(=O)(=O)O. Drug 2: CN(C(=O)NC(C=O)C(C(C(CO)O)O)O)N=O. Cell line: CAKI-1. Synergy scores: CSS=-3.59, Synergy_ZIP=-0.643, Synergy_Bliss=-1.58, Synergy_Loewe=-12.4, Synergy_HSA=-6.67. (4) Drug 1: CC=C1C(=O)NC(C(=O)OC2CC(=O)NC(C(=O)NC(CSSCCC=C2)C(=O)N1)C(C)C)C(C)C. Drug 2: CN(CCCl)CCCl.Cl. Cell line: IGROV1. Synergy scores: CSS=38.4, Synergy_ZIP=-0.120, Synergy_Bliss=3.36, Synergy_Loewe=-12.5, Synergy_HSA=4.72. (5) Drug 1: CCC(=C(C1=CC=CC=C1)C2=CC=C(C=C2)OCCN(C)C)C3=CC=CC=C3.C(C(=O)O)C(CC(=O)O)(C(=O)O)O. Drug 2: CC1=C(C=C(C=C1)NC(=O)C2=CC=C(C=C2)CN3CCN(CC3)C)NC4=NC=CC(=N4)C5=CN=CC=C5. Cell line: PC-3. Synergy scores: CSS=-0.934, Synergy_ZIP=0.227, Synergy_Bliss=-0.285, Synergy_Loewe=-1.82, Synergy_HSA=-1.33.